This data is from Full USPTO retrosynthesis dataset with 1.9M reactions from patents (1976-2016). The task is: Predict the reactants needed to synthesize the given product. (1) Given the product [C:23]([N:9]1[C@H:10]([C:11]2[CH:12]=[CH:13][CH:14]=[CH:15][CH:16]=2)[C@H:7]([O:6][CH:4]([O:3][CH2:1][CH3:2])[CH3:5])[C:8]1=[O:17])(=[O:30])[C:24]1[CH:29]=[CH:28][CH:27]=[CH:26][CH:25]=1, predict the reactants needed to synthesize it. The reactants are: [CH2:1]([O:3][CH:4]([O:6][C@H:7]1[C@@H:10]([C:11]2[CH:16]=[CH:15][CH:14]=[CH:13][CH:12]=2)[NH:9][C:8]1=[O:17])[CH3:5])[CH3:2].C([Li])CCC.[C:23](Cl)(=[O:30])[C:24]1[CH:29]=[CH:28][CH:27]=[CH:26][CH:25]=1. (2) Given the product [F:1][C:2]1[CH:7]=[CH:6][C:5]([I:8])=[CH:4][C:3]=1[N:9]1[CH:21]=[C:17]([O:18][CH3:19])[C:16](=[O:20])[C:11]([C:12]([O:14][CH3:15])=[O:13])=[N:10]1, predict the reactants needed to synthesize it. The reactants are: [F:1][C:2]1[CH:7]=[CH:6][C:5]([I:8])=[CH:4][C:3]=1[NH:9][N:10]=[C:11]([C:16](=[O:20])[CH2:17][O:18][CH3:19])[C:12]([O:14][CH3:15])=[O:13].[CH3:21]OC(OC)N(C)C. (3) Given the product [NH2:18][C:19]1[CH:20]=[C:21]([C:29]2[O:30][C:31]([CH3:34])=[N:32][N:33]=2)[C:22]([S:25]([NH:1][C:2]2[CH:3]=[CH:4][C:5]3[CH2:9][O:8][B:7]([OH:10])[C:6]=3[CH:11]=2)(=[O:27])=[O:26])=[N:23][CH:24]=1, predict the reactants needed to synthesize it. The reactants are: [NH2:1][C:2]1[CH:3]=[CH:4][C:5]2[CH2:9][O:8][B:7]([OH:10])[C:6]=2[CH:11]=1.C(=O)([O-])[O-].[K+].[K+].[NH2:18][C:19]1[CH:20]=[C:21]([C:29]2[O:30][C:31]([CH3:34])=[N:32][N:33]=2)[C:22]([S:25](Cl)(=[O:27])=[O:26])=[N:23][CH:24]=1. (4) Given the product [C:10]([O:14][C:15](=[O:18])[CH2:16][NH:7][CH2:6][C:5]1[CH:8]=[CH:9][C:2]([I:1])=[CH:3][CH:4]=1)([CH3:13])([CH3:12])[CH3:11], predict the reactants needed to synthesize it. The reactants are: [I:1][C:2]1[CH:9]=[CH:8][C:5]([CH2:6][NH2:7])=[CH:4][CH:3]=1.[C:10]([O:14][C:15](=[O:18])[CH2:16]Br)([CH3:13])([CH3:12])[CH3:11].C(=O)([O-])[O-].[K+].[K+]. (5) Given the product [Cl:1][C:2]1[CH:10]=[CH:9][C:8]([N+:11]([O-:13])=[O:12])=[CH:7][C:3]=1[C:4]([Cl:16])=[O:5].[NH2:20][CH2:18][C:19]([O:6][CH2:4][C:3]1[CH:2]=[CH:10][CH:9]=[CH:8][CH:7]=1)=[O:15], predict the reactants needed to synthesize it. The reactants are: [Cl:1][C:2]1[CH:10]=[CH:9][C:8]([N+:11]([O-:13])=[O:12])=[CH:7][C:3]=1[C:4]([OH:6])=[O:5].S(Cl)([Cl:16])=[O:15].[CH2:18]([N:20](CC)CC)[CH3:19]. (6) The reactants are: [Br:1][C:2]1[CH:10]=[C:9]([Cl:11])[C:5]([C:6](O)=[O:7])=[C:4]([Cl:12])[CH:3]=1.S(Cl)([Cl:15])=O. Given the product [Br:1][C:2]1[CH:10]=[C:9]([Cl:11])[C:5]([C:6]([Cl:15])=[O:7])=[C:4]([Cl:12])[CH:3]=1, predict the reactants needed to synthesize it. (7) Given the product [I:1][C:2]1[N:11]=[CH:10][C:9]2[CH2:8][CH2:7][C:6]3[C:12]([C:34]([NH2:36])=[O:35])=[N:13][NH:14][C:5]=3[C:4]=2[N:3]=1, predict the reactants needed to synthesize it. The reactants are: [I:1][C:2]1[N:11]=[CH:10][C:9]2[CH2:8][CH2:7][C:6]3[C:12]([C:34]([NH2:36])=[O:35])=[N:13][N:14](C(C4C=CC=CC=4)(C4C=CC=CC=4)C4C=CC=CC=4)[C:5]=3[C:4]=2[N:3]=1.FC(F)(F)C(O)=O. (8) Given the product [Cl:31][C:28]1[CH:29]=[CH:30][C:25]([CH2:24][NH:23][C:22]([C:18]2[C:19]3[CH:20]=[CH:21][N:12]([CH:6]([CH2:7][OH:8])[CH2:5][OH:4])[C:13](=[O:37])[C:14]=3[CH:15]=[CH:16][CH:17]=2)=[O:36])=[CH:26][C:27]=1[C:32]([F:35])([F:33])[F:34], predict the reactants needed to synthesize it. The reactants are: C([O:4][CH2:5][CH:6]([N:12]1[CH:21]=[CH:20][C:19]2[C:14](=[CH:15][CH:16]=[CH:17][C:18]=2[C:22](=[O:36])[NH:23][CH2:24][C:25]2[CH:30]=[CH:29][C:28]([Cl:31])=[C:27]([C:32]([F:35])([F:34])[F:33])[CH:26]=2)[C:13]1=[O:37])[CH2:7][O:8]C(=O)C)(=O)C.C(=O)([O-])[O-].[K+].[K+].CO.